Dataset: Peptide-MHC class I binding affinity with 185,985 pairs from IEDB/IMGT. Task: Regression. Given a peptide amino acid sequence and an MHC pseudo amino acid sequence, predict their binding affinity value. This is MHC class I binding data. (1) The peptide sequence is TPSATTAAG. The MHC is HLA-B07:02 with pseudo-sequence HLA-B07:02. The binding affinity (normalized) is 0. (2) The peptide sequence is YPLSIPATLF. The MHC is HLA-B51:01 with pseudo-sequence HLA-B51:01. The binding affinity (normalized) is 0.397.